Dataset: Full USPTO retrosynthesis dataset with 1.9M reactions from patents (1976-2016). Task: Predict the reactants needed to synthesize the given product. (1) Given the product [OH:16][CH2:17][C:18]1[N:19]=[C:20]([C:2]2[CH:7]=[CH:6][C:5]([N:8]3[CH:13]=[CH:12][CH:11]=[CH:10][C:9]3=[O:14])=[CH:4][C:3]=2[F:15])[NH:21][CH:22]=1, predict the reactants needed to synthesize it. The reactants are: I[C:2]1[CH:7]=[CH:6][C:5]([N:8]2[CH:13]=[CH:12][CH:11]=[CH:10][C:9]2=[O:14])=[CH:4][C:3]=1[F:15].[OH:16][CH2:17][C:18]1[N:19]=[CH:20][NH:21][CH:22]=1.OC1C=CC=C2C=1N=CC=C2.C([O-])([O-])=O.[K+].[K+]. (2) Given the product [F:42][C:43]1[CH:44]=[C:45]([CH:48]=[C:49]([F:52])[C:50]=1[OH:51])[CH2:46][NH:3][CH2:4][CH2:5][CH2:6][CH2:7][CH2:8][CH2:9][CH2:10][CH2:11][CH2:12][N:13]1[CH2:18][CH2:17][CH:16]([O:19][C:20](=[O:34])[NH:21][C:22]2[CH:27]=[CH:26][CH:25]=[CH:24][C:23]=2[C:28]2[CH:33]=[CH:32][CH:31]=[CH:30][CH:29]=2)[CH2:15][CH2:14]1, predict the reactants needed to synthesize it. The reactants are: Cl.Cl.[NH2:3][CH2:4][CH2:5][CH2:6][CH2:7][CH2:8][CH2:9][CH2:10][CH2:11][CH2:12][N:13]1[CH2:18][CH2:17][CH:16]([O:19][C:20](=[O:34])[NH:21][C:22]2[CH:27]=[CH:26][CH:25]=[CH:24][C:23]=2[C:28]2[CH:33]=[CH:32][CH:31]=[CH:30][CH:29]=2)[CH2:15][CH2:14]1.C(N(CC)CC)C.[F:42][C:43]1[CH:44]=[C:45]([CH:48]=[C:49]([F:52])[C:50]=1[OH:51])[CH:46]=O.C(O)(=O)C.S([O-])([O-])(=O)=O.[Na+].[Na+].C([BH3-])#N.[Na+]. (3) Given the product [Cl:22][C:23]1[C:30]([O:31][CH2:32][CH3:33])=[CH:29][C:26]([CH2:27][N:1]2[CH2:6][CH2:5][CH:4]([NH:7][C:8]3[O:9][C:10]4[CH:16]=[CH:15][C:14]([O:17][CH2:18][C:19]([NH2:21])=[O:20])=[CH:13][C:11]=4[N:12]=3)[CH2:3][CH2:2]2)=[CH:25][C:24]=1[O:34][CH2:35][CH3:36], predict the reactants needed to synthesize it. The reactants are: [NH:1]1[CH2:6][CH2:5][CH:4]([NH:7][C:8]2[O:9][C:10]3[CH:16]=[CH:15][C:14]([O:17][CH2:18][C:19]([NH2:21])=[O:20])=[CH:13][C:11]=3[N:12]=2)[CH2:3][CH2:2]1.[Cl:22][C:23]1[C:30]([O:31][CH2:32][CH3:33])=[CH:29][C:26]([CH:27]=O)=[CH:25][C:24]=1[O:34][CH2:35][CH3:36].C([BH3-])#N.[Na+].C(N(C(C)C)C(C)C)C. (4) Given the product [Br:8][CH2:42][C:40]1[S:41][C:37]2[CH:36]=[C:35]([O:44][CH3:45])[C:34]([O:33][Si:26]([C:29]([CH3:32])([CH3:31])[CH3:30])([CH3:28])[CH3:27])=[CH:43][C:38]=2[N:39]=1, predict the reactants needed to synthesize it. The reactants are: C1C(=O)N([Br:8])C(=O)C1.CC(N=NC(C#N)(C)C)(C#N)C.C(Cl)(Cl)(Cl)Cl.[Si:26]([O:33][C:34]1[C:35]([O:44][CH3:45])=[CH:36][C:37]2[S:41][C:40]([CH3:42])=[N:39][C:38]=2[CH:43]=1)([C:29]([CH3:32])([CH3:31])[CH3:30])([CH3:28])[CH3:27]. (5) Given the product [CH2:1]([C@H:8]1[CH2:9][N:10]([CH2:14][C:15]2[CH:16]=[CH:17][C:18]([C:21]3[CH:26]=[CH:25][CH:24]=[CH:23][C:22]=3[Cl:28])=[CH:19][CH:20]=2)[CH2:11][CH2:12][N:13]1[C:29](=[O:31])[CH3:30])[C:2]1[CH:3]=[CH:4][CH:5]=[CH:6][CH:7]=1, predict the reactants needed to synthesize it. The reactants are: [CH2:1]([C@@H:8]1[NH:13][CH2:12][CH2:11][N:10]([CH2:14][C:15]2[CH:20]=[CH:19][C:18]([C:21]3[CH:26]=[C:25](C)[CH:24]=[CH:23][C:22]=3[Cl:28])=[CH:17][CH:16]=2)[CH2:9]1)[C:2]1[CH:7]=[CH:6][CH:5]=[CH:4][CH:3]=1.[C:29](Cl)(=[O:31])[CH3:30].C(N(CC)C(C)C)(C)C. (6) Given the product [F:1][C:2]1[CH:3]=[CH:4][C:5]([N:8]2[C:16]3[C:11](=[CH:12][C:13]([C:17]([OH:21])=[O:18])=[CH:14][CH:15]=3)[CH:10]=[N:9]2)=[CH:6][CH:7]=1, predict the reactants needed to synthesize it. The reactants are: [F:1][C:2]1[CH:7]=[CH:6][C:5]([N:8]2[C:16]3[C:11](=[CH:12][C:13]([CH2:17][OH:18])=[CH:14][CH:15]=3)[CH:10]=[N:9]2)=[CH:4][CH:3]=1.CC(C)=[O:21].